Dataset: Reaction yield outcomes from USPTO patents with 853,638 reactions. Task: Predict the reaction yield, written as a fraction of the theoretical maximum amount of product (1.0 means a 100% yield; for example, 0.34 means a 34% yield). (1) The reactants are [CH3:1][C:2]1[O:6][N:5]=[C:4]([C:7]2[CH:12]=[CH:11][CH:10]=[CH:9][CH:8]=2)[C:3]=1[CH2:13][O:14][C:15]1[CH:23]=[CH:22][C:18]([C:19]([OH:21])=O)=[CH:17][N:16]=1.F[B-](F)(F)F.N1(OC(N(C)C)=[N+](C)C)C2C=CC=CC=2N=N1.C(N(CC)C(C)C)(C)C.[CH3:55][O:56][CH2:57][CH2:58][CH2:59][NH2:60]. The catalyst is CN(C=O)C. The product is [CH3:55][O:56][CH2:57][CH2:58][CH2:59][NH:60][C:19](=[O:21])[C:18]1[CH:22]=[CH:23][C:15]([O:14][CH2:13][C:3]2[C:4]([C:7]3[CH:8]=[CH:9][CH:10]=[CH:11][CH:12]=3)=[N:5][O:6][C:2]=2[CH3:1])=[N:16][CH:17]=1. The yield is 0.820. (2) The reactants are [Cl-].[Li+].COP([CH:9]([O:14]C1CCCCO1)[C:10]([O:12][CH3:13])=[O:11])(OC)=O.C1CCN2C(=NCCC2)CC1.[C:32]1([C:46]2[CH:51]=[CH:50][CH:49]=[CH:48][CH:47]=2)[CH:37]=[CH:36][C:35]([O:38][CH2:39][CH2:40][CH2:41][CH2:42][CH2:43][CH:44]=O)=[CH:34][CH:33]=1. The yield is 0.420. The catalyst is C(#N)C. The product is [C:32]1([C:46]2[CH:51]=[CH:50][CH:49]=[CH:48][CH:47]=2)[CH:37]=[CH:36][C:35]([O:38][CH2:39][CH2:40][CH2:41][CH2:42][CH2:43][CH2:44][C:9](=[O:14])[C:10]([O:12][CH3:13])=[O:11])=[CH:34][CH:33]=1. (3) The reactants are [C:1]1([CH3:9])[CH:6]=[CH:5][C:4]([CH:7]=O)=[CH:3][CH:2]=1.[CH3:10][C:11]([CH3:13])=[O:12].[OH-].[Na+]. The catalyst is O.C(OCC)(=O)C. The product is [CH3:9][C:1]1[CH:6]=[CH:5][C:4]([CH:7]=[CH:10][C:11](=[O:12])[CH3:13])=[CH:3][CH:2]=1. The yield is 0.800. (4) The product is [O:6]1[C:10]2[CH:11]=[CH:12][C:13]([C:15]3([C:18]([NH:20][C:21]4[CH:22]=[C:23]5[C:27](=[CH:28][CH:29]=4)[NH:26][C:25]([C:30]([CH3:33])([CH3:32])[CH3:31])=[C:24]5[CH:37]=[O:38])=[O:19])[CH2:17][CH2:16]3)=[CH:14][C:9]=2[O:8][CH2:7]1. No catalyst specified. The reactants are O=P(Cl)(Cl)Cl.[O:6]1[C:10]2[CH:11]=[CH:12][C:13]([C:15]3([C:18]([NH:20][C:21]4[CH:22]=[C:23]5[C:27](=[CH:28][CH:29]=4)[NH:26][C:25]([C:30]([CH3:33])([CH3:32])[CH3:31])=[CH:24]5)=[O:19])[CH2:17][CH2:16]3)=[CH:14][C:9]=2[O:8][CH2:7]1.CN([CH:37]=[O:38])C. The yield is 0.610. (5) The reactants are [F:1][C:2]1[CH:7]=[CH:6][C:5]([C:8]([C:16]2[CH:21]=[CH:20][C:19]([F:22])=[CH:18][CH:17]=2)=[CH:9][CH2:10][CH2:11][CH2:12][C:13]([OH:15])=O)=[CH:4][CH:3]=1.C1N=CN(C(N2C=NC=C2)=O)C=1.[N:35]1([C:41]([C:43]2[CH:48]=[C:47]([O:49][CH3:50])[C:46]([O:51][CH3:52])=[C:45]([O:53][CH3:54])[CH:44]=2)=[O:42])[CH2:40][CH2:39][NH:38][CH2:37][CH2:36]1. The catalyst is C1COCC1.CCOC(C)=O. The product is [F:1][C:2]1[CH:7]=[CH:6][C:5]([C:8]([C:16]2[CH:17]=[CH:18][C:19]([F:22])=[CH:20][CH:21]=2)=[CH:9][CH2:10][CH2:11][CH2:12][C:13]([N:38]2[CH2:39][CH2:40][N:35]([C:41](=[O:42])[C:43]3[CH:48]=[C:47]([O:49][CH3:50])[C:46]([O:51][CH3:52])=[C:45]([O:53][CH3:54])[CH:44]=3)[CH2:36][CH2:37]2)=[O:15])=[CH:4][CH:3]=1. The yield is 0.490. (6) The reactants are C(OC(=O)[NH:7][C@H:8]([CH2:31][C:32]1[CH:37]=[C:36]([F:38])[C:35]([F:39])=[CH:34][C:33]=1[F:40])[CH2:9][C:10]([N:12]1[CH2:17][CH:16](C(=O)N)[N:15]2[C:21]([C:27]([F:30])([F:29])[F:28])=[N:22][C:23](CCC)=[C:14]2[CH2:13]1)=[O:11])(C)(C)C.FC(F)(F)[C:44]([OH:46])=O. The catalyst is ClCCl. The product is [CH2:8]([NH:7][C:44]([C:23]1[N:22]=[C:21]([C:27]([F:30])([F:29])[F:28])[N:15]2[CH2:16][CH2:17][N:12]([C:10](=[O:11])[CH2:9][C@H:8]([NH2:7])[CH2:31][C:32]3[CH:37]=[C:36]([F:38])[C:35]([F:39])=[CH:34][C:33]=3[F:40])[CH2:13][C:14]=12)=[O:46])[CH2:9][CH3:10]. The yield is 0.431.